Dataset: KCNQ2 potassium channel screen with 302,405 compounds. Task: Binary Classification. Given a drug SMILES string, predict its activity (active/inactive) in a high-throughput screening assay against a specified biological target. (1) The compound is Brc1ccc(NC(=O)COc2c(C(=O)NCC3OCCC3)cccc2)cc1. The result is 0 (inactive). (2) The compound is s1c2c(CCCC2)c2c1[nH]c(=S)n(c2=O)CC=C. The result is 1 (active). (3) The molecule is O=C(NC1CCCC1)C(N(c1cccnc1)C(=O)CNC(=O)c1occc1)c1c(cccc1)C. The result is 0 (inactive).